Dataset: Catalyst prediction with 721,799 reactions and 888 catalyst types from USPTO. Task: Predict which catalyst facilitates the given reaction. (1) The catalyst class is: 22. Product: [O-:40][N+:25]1[CH:26]=[CH:27][C:22]([O:21][C:18]2[CH:19]=[CH:20][C:15]([NH:14][C:9]3[CH:8]=[C:7]([C:1]4[CH:2]=[CH:3][CH:4]=[CH:5][CH:6]=4)[N:12]=[C:11]([NH2:13])[N:10]=3)=[CH:16][CH:17]=2)=[CH:23][C:24]=1[C:28]([F:30])([F:29])[F:31]. Reactant: [C:1]1([C:7]2[N:12]=[C:11]([NH2:13])[N:10]=[C:9]([NH:14][C:15]3[CH:20]=[CH:19][C:18]([O:21][C:22]4[CH:27]=[CH:26][N:25]=[C:24]([C:28]([F:31])([F:30])[F:29])[CH:23]=4)=[CH:17][CH:16]=3)[CH:8]=2)[CH:6]=[CH:5][CH:4]=[CH:3][CH:2]=1.C1C=C(Cl)C=C(C(OO)=[O:40])C=1. (2) Reactant: [NH:1]1[CH2:6][CH2:5][O:4][CH2:3][CH2:2]1.CS(O[CH2:12][C:13]1[O:17][N:16]=[C:15]([C:18]2[CH:23]=[CH:22][C:21]([C:24]3([C:31]4[CH:36]=[CH:35][C:34]([O:37][CH2:38][C:39]5[CH:44]=[CH:43][CH:42]=[CH:41][N:40]=5)=[CH:33][CH:32]=4)[CH2:29][CH:28]4[CH2:30][CH:25]3[CH2:26][CH2:27]4)=[CH:20][CH:19]=2)[N:14]=1)(=O)=O. Product: [N:40]1[CH:41]=[CH:42][CH:43]=[CH:44][C:39]=1[CH2:38][O:37][C:34]1[CH:33]=[CH:32][C:31]([C:24]2([C:21]3[CH:20]=[CH:19][C:18]([C:15]4[N:14]=[C:13]([CH2:12][N:1]5[CH2:6][CH2:5][O:4][CH2:3][CH2:2]5)[O:17][N:16]=4)=[CH:23][CH:22]=3)[CH2:29][CH:28]3[CH2:30][CH:25]2[CH2:26][CH2:27]3)=[CH:36][CH:35]=1. The catalyst class is: 3.